Dataset: Catalyst prediction with 721,799 reactions and 888 catalyst types from USPTO. Task: Predict which catalyst facilitates the given reaction. (1) Reactant: [C:1](=O)([O-])[O-].[K+].[K+].[Cl:7][C:8]1[CH:9]=[C:10]2[C:14](=[CH:15][CH:16]=1)[NH:13][C:12]([C:17]1[CH:22]=[CH:21][C:20]([Cl:23])=[CH:19][CH:18]=1)=[C:11]2[CH2:24][CH:25]([F:28])[CH2:26]Cl.[C:29]1([CH2:35][C:36]2([OH:42])[CH2:41][CH2:40][NH:39][CH2:38][CH2:37]2)[CH:34]=[CH:33][CH:32]=[CH:31][CH:30]=1.[I-].[Na+]. Product: [Cl:7][C:8]1[CH:9]=[C:10]2[C:14](=[CH:15][CH:16]=1)[N:13]([CH3:1])[C:12]([C:17]1[CH:22]=[CH:21][C:20]([Cl:23])=[CH:19][CH:18]=1)=[C:11]2[CH2:24][CH:25]([F:28])[CH2:26][N:39]1[CH2:40][CH2:41][C:36]([CH2:35][C:29]2[CH:30]=[CH:31][CH:32]=[CH:33][CH:34]=2)([OH:42])[CH2:37][CH2:38]1. The catalyst class is: 218. (2) Reactant: C[O:2][C:3]1[CH:11]=[C:10]([N+:12]([O-:14])=[O:13])[CH:9]=[CH:8][C:4]=1[C:5]([OH:7])=[O:6].Br. Product: [OH:2][C:3]1[CH:11]=[C:10]([N+:12]([O-:14])=[O:13])[CH:9]=[CH:8][C:4]=1[C:5]([OH:7])=[O:6]. The catalyst class is: 15. (3) Reactant: [Br:1][C:2]1[CH:3]=[C:4]([CH:8]=[C:9]([Br:12])[C:10]=1[CH3:11])[C:5]([OH:7])=O.CN(C(ON1N=NC2[CH:24]=[CH:25][CH:26]=[N:27]C1=2)=[N+](C)C)C.F[P-](F)(F)(F)(F)F.C1(N)CC1.CCN(C(C)C)C(C)C. Product: [Br:12][C:9]1[CH:8]=[C:4]([CH:3]=[C:2]([Br:1])[C:10]=1[CH3:11])[C:5]([NH:27][CH:26]1[CH2:24][CH2:25]1)=[O:7]. The catalyst class is: 3. (4) Reactant: Br[C:2]1[C:3](C2C=CN=CC=2)=[N:4][N:5]([CH:7]2[CH2:12][CH2:11][N:10]([C:13]([O:15][CH2:16][C:17]3[CH:22]=[CH:21][CH:20]=[CH:19][CH:18]=3)=[O:14])[CH2:9][CH2:8]2)[CH:6]=1.[CH2:29]([O:36]/[N:37]=[C:38]1\[CH2:39][CH2:40][C:41]2[C:46]\1=[CH:45][CH:44]=[C:43](B(O)O)[CH:42]=2)[C:30]1[CH:35]=[CH:34][CH:33]=[CH:32][CH:31]=1.C(=O)([O-])[O-].[K+].[K+]. Product: [CH2:29]([O:36]/[N:37]=[C:38]1\[CH2:39][CH2:40][C:41]2[C:46]\1=[CH:45][CH:44]=[C:43]([C:2]1[CH:3]=[N:4][N:5]([CH:7]3[CH2:8][CH2:9][N:10]([C:13]([O:15][CH2:16][C:17]4[CH:22]=[CH:21][CH:20]=[CH:19][CH:18]=4)=[O:14])[CH2:11][CH2:12]3)[C:6]=1[C:7]1[CH:12]=[CH:11][N:10]=[CH:9][CH:8]=1)[CH:42]=2)[C:30]1[CH:35]=[CH:34][CH:33]=[CH:32][CH:31]=1. The catalyst class is: 47. (5) Reactant: [N:1]([CH2:4][CH3:5])=[C:2]=[O:3].[F:6][C:7]([F:25])([F:24])[C:8]1[CH:9]=[C:10]([S:14]([N:17]2[CH2:21][CH2:20][C@H:19]([O:22][NH2:23])[CH2:18]2)(=[O:16])=[O:15])[CH:11]=[CH:12][CH:13]=1.N1C=CC=CC=1. Product: [CH2:4]([NH:1][C:2]([NH:23][O:22][C@H:19]1[CH2:20][CH2:21][N:17]([S:14]([C:10]2[CH:11]=[CH:12][CH:13]=[C:8]([C:7]([F:25])([F:6])[F:24])[CH:9]=2)(=[O:15])=[O:16])[CH2:18]1)=[O:3])[CH3:5]. The catalyst class is: 2. (6) Reactant: [N+]([CH:4]=[CH:5][C:6]1[CH:11]=[CH:10][CH:9]=[CH:8][CH:7]=1)([O-])=O.C(=O)C1[C:14](=CC=CC=1)[OH:15].N1CCCCC1C(O)=O. Product: [O:15]1[C:11]2[C:6](=[CH:7][CH:8]=[CH:9][CH:10]=2)[CH:5]=[CH:4][CH2:14]1. The catalyst class is: 11. (7) Reactant: [Cl:1][C:2]1[CH:25]=[C:24]([O:26][CH3:27])[CH:23]=[C:22]([Cl:28])[C:3]=1[CH2:4][CH:5]1[CH2:9][CH2:8][N:7]([CH:10]2[CH2:15][CH2:14][C:13](=O)[C:12](=[CH:17][N:18](C)C)[CH2:11]2)[C:6]1=[O:21].O.[NH2:30]N. Product: [Cl:28][C:22]1[CH:23]=[C:24]([O:26][CH3:27])[CH:25]=[C:2]([Cl:1])[C:3]=1[CH2:4][CH:5]1[CH2:9][CH2:8][N:7]([CH:10]2[CH2:15][CH2:14][C:13]3[C:12](=[CH:17][NH:18][N:30]=3)[CH2:11]2)[C:6]1=[O:21]. The catalyst class is: 8.